Dataset: Catalyst prediction with 721,799 reactions and 888 catalyst types from USPTO. Task: Predict which catalyst facilitates the given reaction. (1) Reactant: [CH2:1]([N:3]1[C:12]2[C:7](=[CH:8][CH:9]=[CH:10][CH:11]=2)[C:6]([OH:13])=[C:5]([C:14]([O:16]CC)=O)[C:4]1=[O:19])[CH3:2].Cl.[CH3:21][O:22][C:23](=[O:26])[CH2:24][NH2:25]. Product: [CH2:1]([N:3]1[C:12]2[C:7](=[CH:8][CH:9]=[CH:10][CH:11]=2)[C:6]([OH:13])=[C:5]([C:14]([NH:25][CH2:24][C:23]([O:22][CH3:21])=[O:26])=[O:16])[C:4]1=[O:19])[CH3:2]. The catalyst class is: 11. (2) Reactant: [O:1]1[CH2:6][CH2:5][CH:4]=[C:3]([O:7][Si](C)(C)C)[CH2:2]1.C[Li].C(OCC)C.[F:19][C:20]([F:27])([F:26])[C:21](OCC)=[O:22]. Product: [F:19][C:20]([F:27])([F:26])[C:21]([CH:4]1[CH2:5][CH2:6][O:1][CH2:2][C:3]1=[O:7])=[O:22]. The catalyst class is: 1.